This data is from Full USPTO retrosynthesis dataset with 1.9M reactions from patents (1976-2016). The task is: Predict the reactants needed to synthesize the given product. Given the product [CH:31]1([C:29]2[CH:30]=[C:26]([NH:25][C:23]3[C:22]([F:34])=[CH:21][N:20]=[C:19]([NH:17][CH2:16][C:15]4[C:10]5[N:9]=[CH:8][N:7]([CH:2]6[CH2:3][CH2:4][CH2:5][CH2:6][O:1]6)[C:11]=5[CH:12]=[CH:13][CH:14]=4)[N:24]=3)[NH:27][N:28]=2)[CH2:33][CH2:32]1, predict the reactants needed to synthesize it. The reactants are: [O:1]1[CH2:6][CH2:5][CH2:4][CH2:3][CH:2]1[N:7]1[C:11]2[CH:12]=[CH:13][CH:14]=[C:15]([CH2:16][NH2:17])[C:10]=2[N:9]=[CH:8]1.Cl[C:19]1[N:24]=[C:23]([NH:25][C:26]2[CH:30]=[C:29]([CH:31]3[CH2:33][CH2:32]3)[NH:28][N:27]=2)[C:22]([F:34])=[CH:21][N:20]=1.CCN(C(C)C)C(C)C.